From a dataset of NCI-60 drug combinations with 297,098 pairs across 59 cell lines. Regression. Given two drug SMILES strings and cell line genomic features, predict the synergy score measuring deviation from expected non-interaction effect. (1) Synergy scores: CSS=39.5, Synergy_ZIP=1.90, Synergy_Bliss=1.45, Synergy_Loewe=-16.2, Synergy_HSA=-1.69. Drug 2: COC1=C2C(=CC3=C1OC=C3)C=CC(=O)O2. Drug 1: CCN(CC)CCCC(C)NC1=C2C=C(C=CC2=NC3=C1C=CC(=C3)Cl)OC. Cell line: ACHN. (2) Drug 1: CN1CCC(CC1)COC2=C(C=C3C(=C2)N=CN=C3NC4=C(C=C(C=C4)Br)F)OC. Drug 2: CN(C)C1=NC(=NC(=N1)N(C)C)N(C)C. Cell line: SF-539. Synergy scores: CSS=1.19, Synergy_ZIP=-0.426, Synergy_Bliss=-1.20, Synergy_Loewe=-24.2, Synergy_HSA=-3.72. (3) Drug 2: C1=NC2=C(N=C(N=C2N1C3C(C(C(O3)CO)O)O)F)N. Cell line: RXF 393. Synergy scores: CSS=20.0, Synergy_ZIP=0.295, Synergy_Bliss=1.83, Synergy_Loewe=-23.9, Synergy_HSA=1.25. Drug 1: CCC1=CC2CC(C3=C(CN(C2)C1)C4=CC=CC=C4N3)(C5=C(C=C6C(=C5)C78CCN9C7C(C=CC9)(C(C(C8N6C)(C(=O)OC)O)OC(=O)C)CC)OC)C(=O)OC.C(C(C(=O)O)O)(C(=O)O)O. (4) Drug 1: COC1=NC(=NC2=C1N=CN2C3C(C(C(O3)CO)O)O)N. Drug 2: C1CN1C2=NC(=NC(=N2)N3CC3)N4CC4. Cell line: DU-145. Synergy scores: CSS=56.9, Synergy_ZIP=5.87, Synergy_Bliss=-0.0290, Synergy_Loewe=-35.1, Synergy_HSA=0.232. (5) Drug 1: CC1=C2C(C(=O)C3(C(CC4C(C3C(C(C2(C)C)(CC1OC(=O)C(C(C5=CC=CC=C5)NC(=O)C6=CC=CC=C6)O)O)OC(=O)C7=CC=CC=C7)(CO4)OC(=O)C)O)C)OC(=O)C. Drug 2: CCC1(C2=C(COC1=O)C(=O)N3CC4=CC5=C(C=CC(=C5CN(C)C)O)N=C4C3=C2)O.Cl. Cell line: K-562. Synergy scores: CSS=68.3, Synergy_ZIP=-2.91, Synergy_Bliss=-6.09, Synergy_Loewe=-10.3, Synergy_HSA=-5.62.